Task: Regression/Classification. Given a drug SMILES string, predict its absorption, distribution, metabolism, or excretion properties. Task type varies by dataset: regression for continuous measurements (e.g., permeability, clearance, half-life) or binary classification for categorical outcomes (e.g., BBB penetration, CYP inhibition). Dataset: cyp1a2_veith.. Dataset: CYP1A2 inhibition data for predicting drug metabolism from PubChem BioAssay (1) The compound is COc1ccc(-c2nc(CS(=O)(=O)CC(=O)NCCc3cc(OC)ccc3OC)c(C)o2)cc1. The result is 1 (inhibitor). (2) The compound is O=C1OCCC1Sc1nc2cc(Cl)ccc2o1. The result is 1 (inhibitor). (3) The compound is CC[N+](C)(CC)CCN1C(=O)c2ccccc2S1(=O)=O. The result is 0 (non-inhibitor). (4) The drug is CCCCn1nc2cc(C(=O)NCc3ccc(OC(F)(F)F)cc3)ccc2c1OCC. The result is 0 (non-inhibitor). (5) The compound is COc1ccccc1CN1CCC2(CC1)CCN(S(C)(=O)=O)CC2. The result is 0 (non-inhibitor). (6) The molecule is O=C(Nc1cccc(F)c1)N1CCC2(CC1)CCN(C(=O)c1csnn1)CC2. The result is 0 (non-inhibitor).